Dataset: Full USPTO retrosynthesis dataset with 1.9M reactions from patents (1976-2016). Task: Predict the reactants needed to synthesize the given product. (1) The reactants are: [C:1]([CH2:3][CH2:4][C:5]1[N:6]=[CH:7][C:8]([NH:11]C(=O)OC(C)(C)C)=[N:9][CH:10]=1)#[N:2].C(O)(C(F)(F)F)=O. Given the product [NH2:11][C:8]1[N:9]=[CH:10][C:5]([CH2:4][CH2:3][C:1]#[N:2])=[N:6][CH:7]=1, predict the reactants needed to synthesize it. (2) Given the product [F:19][C:9]1[CH:10]=[CH:11][C:12]([O:14][C:15]([F:17])([F:18])[F:16])=[C:13]2[C:8]=1[N:7]([CH2:20][CH2:21][O:22][CH3:23])[CH:6]=[C:5]2[C:3]([OH:27])=[O:4], predict the reactants needed to synthesize it. The reactants are: FC(F)(F)[C:3]([C:5]1[C:13]2[C:8](=[C:9]([F:19])[CH:10]=[CH:11][C:12]=2[O:14][C:15]([F:18])([F:17])[F:16])[N:7]([CH2:20][CH2:21][O:22][CH3:23])[CH:6]=1)=[O:4].C[OH:27]. (3) Given the product [NH2:23][C:20]1[CH:19]=[CH:18][C:17]([C:7]2[O:8][C:9]3[C:4]([C:5](=[O:26])[CH:6]=2)=[C:3]([O:2][CH3:1])[C:12]([O:13][CH3:14])=[C:11]([O:15][CH3:16])[CH:10]=3)=[CH:22][CH:21]=1, predict the reactants needed to synthesize it. The reactants are: [CH3:1][O:2][C:3]1[C:12]([O:13][CH3:14])=[C:11]([O:15][CH3:16])[CH:10]=[C:9]2[C:4]=1[C:5](=[O:26])[CH:6]=[C:7]([C:17]1[CH:22]=[CH:21][C:20]([N+:23]([O-])=O)=[CH:19][CH:18]=1)[O:8]2. (4) Given the product [F:1][C:2]1[CH:9]=[CH:8][CH:7]=[C:6]2[C:3]=1[CH:4]=[C:14]([C:15]([O:17][CH2:18][CH3:19])=[O:16])[CH:13]([C:12]([F:11])([F:21])[F:20])[O:10]2, predict the reactants needed to synthesize it. The reactants are: [F:1][C:2]1[CH:9]=[CH:8][CH:7]=[C:6]([OH:10])[C:3]=1[CH:4]=O.[F:11][C:12]([F:21])([F:20])/[CH:13]=[CH:14]/[C:15]([O:17][CH2:18][CH3:19])=[O:16].C(N(CC)CC)C.C(=O)([O-])[O-].[K+].[K+]. (5) Given the product [N:18]1[C:17]2[NH:21][CH:22]=[CH:23][C:16]=2[C:15]([C:13]2[CH:12]=[N:11][N:10]([CH:6]([C@H:4]3[CH2:5][C@H:2]([CH3:1])[CH2:3]3)[CH2:7][C:8]#[N:9])[CH:14]=2)=[N:20][CH:19]=1, predict the reactants needed to synthesize it. The reactants are: [CH3:1][C@H:2]1[CH2:5][C@H:4]([CH:6]([N:10]2[CH:14]=[C:13]([C:15]3[C:16]4[CH:23]=[CH:22][N:21](COCC[Si](C)(C)C)[C:17]=4[N:18]=[CH:19][N:20]=3)[CH:12]=[N:11]2)[CH2:7][C:8]#[N:9])[CH2:3]1.F[B-](F)(F)F.[Li+].[OH-].[NH4+]. (6) Given the product [C:1]([O:5][C:6](=[O:22])[NH:7][C:8]1[CH:13]=[CH:12][C:11]([C:14]2[CH:15]=[CH:16][C:17]([F:20])=[CH:18][CH:19]=2)=[CH:10][C:9]=1[NH:21][C:28](=[O:27])[CH2:29][C:30]([C:32]1[CH:37]=[CH:36][CH:35]=[C:34]([N:38]2[CH:42]=[C:41]([CH3:43])[N:40]=[C:39]2[CH3:44])[CH:33]=1)=[O:31])([CH3:4])([CH3:2])[CH3:3], predict the reactants needed to synthesize it. The reactants are: [C:1]([O:5][C:6](=[O:22])[NH:7][C:8]1[CH:13]=[CH:12][C:11]([C:14]2[CH:19]=[CH:18][C:17]([F:20])=[CH:16][CH:15]=2)=[CH:10][C:9]=1[NH2:21])([CH3:4])([CH3:3])[CH3:2].C([O:27][C:28](=O)[CH2:29][C:30]([C:32]1[CH:37]=[CH:36][CH:35]=[C:34]([N:38]2[CH:42]=[C:41]([CH3:43])[N:40]=[C:39]2[CH3:44])[CH:33]=1)=[O:31])(C)(C)C.